Predict the product of the given reaction. From a dataset of Forward reaction prediction with 1.9M reactions from USPTO patents (1976-2016). (1) Given the reactants Cl.[C:2]1([C:8]([C:10]([C:12]2[CH:17]=[CH:16][CH:15]=[CH:14][CH:13]=2)=O)=O)[CH:7]=[CH:6][CH:5]=[CH:4][CH:3]=1.[S:18]([NH2:22])([NH2:21])(=[O:20])=[O:19], predict the reaction product. The product is: [C:2]1([C:8]2[C:10]([C:12]3[CH:17]=[CH:16][CH:15]=[CH:14][CH:13]=3)=[N:22][S:18](=[O:20])(=[O:19])[N:21]=2)[CH:7]=[CH:6][CH:5]=[CH:4][CH:3]=1. (2) The product is: [CH3:5][C:3]1[C:2]2[CH:1]=[CH:2][C:3]([OH:14])=[CH:5][C:1]=2[O:13][C:9](=[O:11])[CH:8]=1. Given the reactants [C:1]([O-:13])(=O)[CH2:2][C:3]([CH2:8][C:9]([O-:11])=O)([C:5]([O-])=O)O.[OH2:14], predict the reaction product. (3) Given the reactants O1[C:5]2([CH2:10][CH2:9][CH:8]([NH2:11])[CH2:7][CH2:6]2)OCC1.[Br:12]Br.[NH2:14][C:15]([NH2:17])=[S:16], predict the reaction product. The product is: [BrH:12].[BrH:12].[S:16]1[C:10]2[CH2:9][CH:8]([NH2:11])[CH2:7][CH2:6][C:5]=2[N:14]=[C:15]1[NH2:17]. (4) The product is: [F:1][C:2]1[CH:7]=[CH:6][CH:5]=[CH:4][C:3]=1/[CH:8]=[CH:9]/[C:10]([O:13][N:14]1[C:19](=[O:20])[CH2:18][CH2:17][C:15]1=[O:16])=[O:11]. Given the reactants [F:1][C:2]1[CH:7]=[CH:6][CH:5]=[CH:4][C:3]=1/[CH:8]=[CH:9]/[C:10](Cl)=[O:11].[OH:13][N:14]1[C:19](=[O:20])[CH2:18][CH2:17][C:15]1=[O:16].C(N(CC)CC)C, predict the reaction product. (5) Given the reactants [F:1][C:2]1[CH:3]=[CH:4][C:5]([O:20][CH3:21])=[C:6]([C:8]([CH3:19])([CH3:18])[CH2:9][C:10]([OH:17])([C:13]([F:16])([F:15])[F:14])[CH:11]=O)[CH:7]=1.[NH2:22][C:23]1[CH:32]=[CH:31][CH:30]=[C:29]2[C:24]=1[CH:25]=[CH:26][C:27]([O:33][CH2:34][CH3:35])=[N:28]2, predict the reaction product. The product is: [CH2:34]([O:33][C:27]1[CH:26]=[CH:25][C:24]2[C:29](=[CH:30][CH:31]=[CH:32][C:23]=2[NH:22][CH2:11][C:10]([C:13]([F:14])([F:16])[F:15])([OH:17])[CH2:9][C:8]([C:6]2[CH:7]=[C:2]([F:1])[CH:3]=[CH:4][C:5]=2[O:20][CH3:21])([CH3:18])[CH3:19])[N:28]=1)[CH3:35]. (6) The product is: [F:30][C:31]([F:36])([F:35])[C:32]([OH:34])=[O:33].[OH:15][CH2:14][C@@H:10]1[O:11][CH2:12][CH2:13][NH:8][CH2:9]1. Given the reactants C([N:8]1[CH2:13][CH2:12][O:11][CH:10]([CH2:14][OH:15])[CH2:9]1)C1C=CC=CC=1.C(N1CCCOCC1)C1C=CC=CC=1.[F:30][C:31]([F:36])([F:35])[C:32]([OH:34])=[O:33], predict the reaction product. (7) Given the reactants C([O:5][C:6](=[O:43])[CH2:7][CH2:8][C@H:9]([NH:13][C:14]([C:16]1[CH:20]=[C:19]([O:21][CH2:22][C:23]([N:25]2[CH2:29][CH2:28][CH2:27][C@H:26]2[C:30](=[O:36])[NH:31][CH:32]2[CH2:35][CH2:34][CH2:33]2)=[O:24])[N:18]([C:37]2[CH:42]=[CH:41][CH:40]=[CH:39][CH:38]=2)[N:17]=1)=[O:15])[C:10](O)=[O:11])(C)(C)C.CCN(C(C)C)C(C)C.CN(C(ON1N=NC2C=CC=NC1=2)=[N+](C)C)C.F[P-](F)(F)(F)(F)F.[CH2:77]([O:79][C:80]([N:82]1[CH2:87][CH2:86][NH:85][CH2:84][C@@H:83]1[CH3:88])=[O:81])[CH3:78], predict the reaction product. The product is: [CH2:77]([O:79][C:80]([N:82]1[CH2:87][CH2:86][N:85]([C:10](=[O:11])[C@@H:9]([NH:13][C:14]([C:16]2[CH:20]=[C:19]([O:21][CH2:22][C:23]([N:25]3[CH2:29][CH2:28][CH2:27][C@H:26]3[C:30](=[O:36])[NH:31][CH:32]3[CH2:33][CH2:34][CH2:35]3)=[O:24])[N:18]([C:37]3[CH:38]=[CH:39][CH:40]=[CH:41][CH:42]=3)[N:17]=2)=[O:15])[CH2:8][CH2:7][C:6]([OH:43])=[O:5])[CH2:84][C@@H:83]1[CH3:88])=[O:81])[CH3:78]. (8) Given the reactants [Br:1][C:2]1[CH:3]=[C:4]2[C:8](=[CH:9][CH:10]=1)[N:7]([S:11]([C:14]1[CH:20]=[CH:19][C:17]([CH3:18])=[CH:16][CH:15]=1)(=[O:13])=[O:12])[CH:6]=[C:5]2[CH:21](O)[C:22]1[CH:27]=[CH:26][C:25]([C:28]([CH3:32])([CH3:31])[C:29]#[N:30])=[CH:24][CH:23]=1.[SiH](CC)(CC)CC.C(O)(C(F)(F)F)=O.O, predict the reaction product. The product is: [Br:1][C:2]1[CH:3]=[C:4]2[C:8](=[CH:9][CH:10]=1)[N:7]([S:11]([C:14]1[CH:15]=[CH:16][C:17]([CH3:18])=[CH:19][CH:20]=1)(=[O:13])=[O:12])[CH:6]=[C:5]2[CH2:21][C:22]1[CH:23]=[CH:24][C:25]([C:28]([CH3:32])([CH3:31])[C:29]#[N:30])=[CH:26][CH:27]=1. (9) Given the reactants Br[CH2:2][C:3]([CH3:5])=[CH2:4].CN(C=O)C.[CH3:11][C:12]1[C:17]([CH3:18])=[CH:16][C:15]([CH3:19])=[CH:14][C:13]=1[OH:20].C(=O)([O-])[O-].[K+].[K+], predict the reaction product. The product is: [CH3:18][C:17]1[CH:16]=[C:15]([CH3:19])[CH:14]=[C:13]([O:20][CH2:4][C:3]([CH3:5])=[CH2:2])[C:12]=1[CH3:11]. (10) Given the reactants C(Cl)Cl.[Cl:4][C:5]1[CH:10]=[CH:9][C:8]([I:11])=[CH:7][C:6]=1[CH2:12][OH:13].C1C=C[NH+]=CC=1.[O-][Cr](Cl)(=O)=O, predict the reaction product. The product is: [Cl:4][C:5]1[CH:10]=[CH:9][C:8]([I:11])=[CH:7][C:6]=1[CH:12]=[O:13].